Dataset: Retrosynthesis with 50K atom-mapped reactions and 10 reaction types from USPTO. Task: Predict the reactants needed to synthesize the given product. (1) Given the product c1cn(-c2ccc(OC3CCCN(Cc4ccc5c(c4)OCO5)C3)nn2)cn1, predict the reactants needed to synthesize it. The reactants are: ClCc1ccc2c(c1)OCO2.c1cn(-c2ccc(OC3CCCNC3)nn2)cn1. (2) Given the product Cc1nc(N)cc(N2CCN(CCN3CCOCC3)CC2)n1, predict the reactants needed to synthesize it. The reactants are: C1CN(CCN2CCOCC2)CCN1.Cc1nc(N)cc(Cl)n1. (3) The reactants are: O=C(O)Cn1c(-c2ccc(Br)o2)nc2cccnc21.O=C(n1ccnc1)n1ccnc1. Given the product NC(=O)Cn1c(-c2ccc(Br)o2)nc2cccnc21, predict the reactants needed to synthesize it. (4) Given the product O=C(Nc1ccccc1)c1cn2cc(C3OCCO3)ccc2n1, predict the reactants needed to synthesize it. The reactants are: O=Cc1ccc2nc(C(=O)Nc3ccccc3)cn2c1.OCCO. (5) Given the product O=C(O)c1ccc(-c2cc3cccnc3c(-c3cccc4nonc34)n2)cc1, predict the reactants needed to synthesize it. The reactants are: O=C(O)c1ccc(-c2cc3cccnc3c(Br)n2)cc1.OB(O)c1cccc2nonc12. (6) The reactants are: C[C@@H]1CC=CCCC(=O)OC[C@@H]2CCCN2C1=O. Given the product C[C@@H]1CCCCCC(=O)OC[C@@H]2CCCN2C1=O, predict the reactants needed to synthesize it. (7) Given the product CC(C(=O)O)n1c(=O)n2c3c(cc(Br)cc31)CCC2, predict the reactants needed to synthesize it. The reactants are: CCOC(=O)C(C)n1c(=O)n2c3c(cc(Br)cc31)CCC2. (8) Given the product CCOC(=O)C1=C(C)NC(=O)N(C(C)=O)C1c1cc([N+](=O)[O-])ccc1O, predict the reactants needed to synthesize it. The reactants are: CCOC(=O)C1=C(C)NC(=O)N(C(C)=O)C1c1cc([N+](=O)[O-])ccc1OC(C)=O.